From a dataset of Full USPTO retrosynthesis dataset with 1.9M reactions from patents (1976-2016). Predict the reactants needed to synthesize the given product. (1) The reactants are: [F:1][C:2]1[CH:3]=[CH:4][C:5]2[C:14]([CH:15]=1)=[N:13][C:12]([O:16][C@H:17]1[CH2:51][N:20]3[C:21](=[O:50])[C@@H:22]([NH:41][C:42]([C:44]4[CH:48]=[C:47]([CH3:49])[O:46][N:45]=4)=[O:43])[CH2:23][CH2:24][CH2:25][CH2:26][CH2:27][CH:28]=[CH:29][C@@H:30]4[CH2:35][C@@:31]4([C:36]([O:38]CC)=[O:37])[NH:32][C:33](=[O:34])[C@@H:19]3[CH2:18]1)=[C:11]1[C:6]=2[CH:7]=[CH:8][CH:9]=[CH:10]1.CO.O.O.[OH-].[Li+]. Given the product [F:1][C:2]1[CH:3]=[CH:4][C:5]2[C:14]([CH:15]=1)=[N:13][C:12]([O:16][C@H:17]1[CH2:51][N:20]3[C:21](=[O:50])[C@@H:22]([NH:41][C:42]([C:44]4[CH:48]=[C:47]([CH3:49])[O:46][N:45]=4)=[O:43])[CH2:23][CH2:24][CH2:25][CH2:26][CH2:27][CH:28]=[CH:29][C@@H:30]4[CH2:35][C@@:31]4([C:36]([OH:38])=[O:37])[NH:32][C:33](=[O:34])[C@@H:19]3[CH2:18]1)=[C:11]1[C:6]=2[CH:7]=[CH:8][CH:9]=[CH:10]1, predict the reactants needed to synthesize it. (2) Given the product [F:9][C:10]1[CH:15]=[C:14]([F:16])[CH:13]=[CH:12][C:11]=1[CH:17]=[C:18]([CH3:21])[CH2:19][NH:20][CH2:7][C:3]1[N:2]([CH3:1])[CH:6]=[CH:5][N:4]=1, predict the reactants needed to synthesize it. The reactants are: [CH3:1][N:2]1[CH:6]=[CH:5][N:4]=[C:3]1[CH:7]=O.[F:9][C:10]1[CH:15]=[C:14]([F:16])[CH:13]=[CH:12][C:11]=1/[CH:17]=[C:18](\[CH3:21])/[CH2:19][NH2:20].C(O[BH-](OC(=O)C)OC(=O)C)(=O)C.[Na+]. (3) The reactants are: [Cl:1][C:2]1[CH:3]=[CH:4][C:5]2[N:11]3[C:12]([CH:15]([F:17])[F:16])=[CH:13][CH:14]=[C:10]3[C@@H:9]([CH2:18][CH2:19][C:20]([N:22]3[CH2:27][CH2:26][CH:25]([CH2:28][C:29]([O:31]CC)=[O:30])[CH2:24][CH2:23]3)=[O:21])[O:8][C@H:7]([C:34]3[CH:39]=[CH:38][CH:37]=[C:36]([O:40][CH3:41])[C:35]=3[O:42][CH3:43])[C:6]=2[CH:44]=1. Given the product [Cl:1][C:2]1[CH:3]=[CH:4][C:5]2[N:11]3[C:12]([CH:15]([F:16])[F:17])=[CH:13][CH:14]=[C:10]3[C@@H:9]([CH2:18][CH2:19][C:20]([N:22]3[CH2:27][CH2:26][CH:25]([CH2:28][C:29]([OH:31])=[O:30])[CH2:24][CH2:23]3)=[O:21])[O:8][C@H:7]([C:34]3[CH:39]=[CH:38][CH:37]=[C:36]([O:40][CH3:41])[C:35]=3[O:42][CH3:43])[C:6]=2[CH:44]=1, predict the reactants needed to synthesize it. (4) Given the product [CH3:33][C:30]1[CH:29]=[CH:28][C:27]([C:15]2[N:14]=[C:13]3[CH:12]=[CH:11][NH:10][C:18]3=[CH:17][C:16]=2[C:19]2[CH:26]=[CH:25][C:22]([C:23]#[N:24])=[CH:21][CH:20]=2)=[CH:32][CH:31]=1, predict the reactants needed to synthesize it. The reactants are: C1(S([N:10]2[C:18]3[C:13](=[N:14][C:15]([C:27]4[CH:32]=[CH:31][C:30]([CH3:33])=[CH:29][CH:28]=4)=[C:16]([C:19]4[CH:26]=[CH:25][C:22]([C:23]#[N:24])=[CH:21][CH:20]=4)[CH:17]=3)[CH:12]=[CH:11]2)(=O)=O)C=CC=CC=1.[OH-].[Na+].Cl. (5) Given the product [C:13]([C:17]1[CH:43]=[CH:42][C:20]([CH2:21][O:22][C:23]2[CH:24]=[C:25]([CH:39]=[CH:40][CH:41]=2)[C:26]([NH:28][C:29]2[CH:34]=[CH:33][CH:32]=[CH:31][C:30]=2[S:35]([NH:36][C:1](=[O:11])[CH2:2][CH2:3][CH2:4][CH2:5][CH2:6][CH2:7][CH2:8][CH2:9][CH3:10])(=[O:37])=[O:38])=[O:27])=[CH:19][CH:18]=1)([CH3:16])([CH3:14])[CH3:15], predict the reactants needed to synthesize it. The reactants are: [C:1](Cl)(=[O:11])[CH2:2][CH2:3][CH2:4][CH2:5][CH2:6][CH2:7][CH2:8][CH2:9][CH3:10].[C:13]([C:17]1[CH:43]=[CH:42][C:20]([CH2:21][O:22][C:23]2[CH:24]=[C:25]([CH:39]=[CH:40][CH:41]=2)[C:26]([NH:28][C:29]2[CH:34]=[CH:33][CH:32]=[CH:31][C:30]=2[S:35](=[O:38])(=[O:37])[NH2:36])=[O:27])=[CH:19][CH:18]=1)([CH3:16])([CH3:15])[CH3:14].